The task is: Predict which catalyst facilitates the given reaction.. This data is from Catalyst prediction with 721,799 reactions and 888 catalyst types from USPTO. (1) Reactant: [C:1]([C:4]1[CH:9]=[CH:8][C:7]([S:10]([C:13]2[CH:14]=[CH:15][C:16]([CH3:29])=[C:17]([S:19]([NH:22][CH:23]3[CH2:28][CH2:27][O:26][CH2:25][CH2:24]3)(=[O:21])=[O:20])[CH:18]=2)(=[O:12])=[O:11])=[CH:6][CH:5]=1)(=O)[CH3:2].[OH2:30].C([O-])(=O)C.[Na+].Cl.[NH2:37]O. Product: [OH:30]/[N:37]=[C:1](/[C:4]1[CH:5]=[CH:6][C:7]([S:10]([C:13]2[CH:14]=[CH:15][C:16]([CH3:29])=[C:17]([S:19]([NH:22][CH:23]3[CH2:28][CH2:27][O:26][CH2:25][CH2:24]3)(=[O:21])=[O:20])[CH:18]=2)(=[O:12])=[O:11])=[CH:8][CH:9]=1)\[CH3:2]. The catalyst class is: 8. (2) Reactant: Cl[C:2]1[C:11]2[C:6](=[CH:7][C:8]([F:13])=[CH:9][C:10]=2[F:12])[N:5]=[C:4](/[CH:14]=[CH:15]/[C:16]2[CH:21]=[CH:20][CH:19]=[CH:18][CH:17]=2)[C:3]=1[CH3:22].[CH3:23][C:24]1([CH3:39])[C:28]2=[N:29][CH:30]=[C:31]([N:33]3[CH2:38][CH2:37][O:36][CH2:35][CH2:34]3)[CH:32]=[C:27]2[NH:26][CH2:25]1.CC(C1C=C(C(C)C)C(C2C=CC=CC=2P(C2CCCCC2)C2CCCCC2)=C(C(C)C)C=1)C.CC(C)([O-])C.[Na+]. Product: [CH3:23][C:24]1([CH3:39])[C:28]2=[N:29][CH:30]=[C:31]([N:33]3[CH2:38][CH2:37][O:36][CH2:35][CH2:34]3)[CH:32]=[C:27]2[N:26]([C:2]2[C:11]3[C:6](=[CH:7][C:8]([F:13])=[CH:9][C:10]=3[F:12])[N:5]=[C:4](/[CH:14]=[CH:15]/[C:16]3[CH:21]=[CH:20][CH:19]=[CH:18][CH:17]=3)[C:3]=2[CH3:22])[CH2:25]1. The catalyst class is: 187. (3) Reactant: Br[C:2]1[CH:3]=[C:4]([CH:9]=[CH:10][C:11]=1[O:12][CH3:13])[C:5]([O:7][CH3:8])=[O:6].O.[C:15]1(B(O)O)[CH:20]=[CH:19][CH:18]=[CH:17][CH:16]=1.C(=O)([O-])[O-].[K+].[K+]. Product: [CH3:13][O:12][C:11]1[C:2]([C:15]2[CH:20]=[CH:19][CH:18]=[CH:17][CH:16]=2)=[CH:3][C:4]([C:5]([O:7][CH3:8])=[O:6])=[CH:9][CH:10]=1. The catalyst class is: 224. (4) Reactant: [CH:1]([O:4][C:5]1[CH:10]=[CH:9][C:8]([CH2:11]O)=[CH:7][C:6]=1[C:13]([F:16])([F:15])[F:14])([CH3:3])[CH3:2].O=S(Cl)[Cl:19]. Product: [Cl:19][CH2:11][C:8]1[CH:9]=[CH:10][C:5]([O:4][CH:1]([CH3:3])[CH3:2])=[C:6]([C:13]([F:16])([F:15])[F:14])[CH:7]=1. The catalyst class is: 11. (5) Reactant: C(OC([N:8]1[CH2:26][CH2:25][N:11]2[C:12](=[O:24])[C:13]3[C:18]([C@@H:10]2[CH2:9]1)=[CH:17][CH:16]=[CH:15][C:14]=3[O:19][C:20]([F:23])([F:22])[F:21])=O)(C)(C)C.[ClH:27]. Product: [ClH:27].[F:23][C:20]([F:21])([F:22])[O:19][C:14]1[CH:15]=[CH:16][CH:17]=[C:18]2[C:13]=1[C:12](=[O:24])[N:11]1[CH2:25][CH2:26][NH:8][CH2:9][C@H:10]12. The catalyst class is: 316. (6) Reactant: [N:1]1[CH:6]=[CH:5][CH:4]=[CH:3][C:2]=1[CH:7]=[CH:8][C:9]([O:11][CH2:12][CH3:13])=[O:10]. The catalyst class is: 19. Product: [N:1]1[CH:6]=[CH:5][CH:4]=[CH:3][C:2]=1[CH2:7][CH2:8][C:9]([O:11][CH2:12][CH3:13])=[O:10]. (7) Reactant: [Cl:1][C:2]1[C:3]([N:10]([CH:12]2[CH2:17][CH2:16][O:15][CH2:14][CH2:13]2)[NH2:11])=[N:4][C:5]([C:8]#[N:9])=[N:6][CH:7]=1.[Br:18][CH2:19][C:20]1[CH:28]=[CH:27][C:23]([C:24](Br)=[O:25])=[CH:22][CH:21]=1.CCN(C(C)C)C(C)C. Product: [Br:18][CH2:19][C:20]1[CH:28]=[CH:27][C:23]([C:24]([NH:11][N:10]([C:3]2[C:2]([Cl:1])=[CH:7][N:6]=[C:5]([C:8]#[N:9])[N:4]=2)[CH:12]2[CH2:17][CH2:16][O:15][CH2:14][CH2:13]2)=[O:25])=[CH:22][CH:21]=1. The catalyst class is: 1. (8) Reactant: [C:1]([C:4]1[CH:5]=[CH:6][C:7]([CH3:31])=[C:8]([CH:30]=1)[O:9][C:10]1[CH:15]=[CH:14][N:13]=[C:12]([CH2:16][CH:17]2[CH2:22][CH2:21][N:20]([C:23]([O:25][C:26]([CH3:29])([CH3:28])[CH3:27])=[O:24])[CH2:19][CH2:18]2)[CH:11]=1)(O)=[O:2].[C:32]([C:36]1[CH:37]=[C:38]([S:45]([CH3:47])=[O:46])[C:39]([O:43][CH3:44])=[C:40]([CH:42]=1)[NH2:41])([CH3:35])([CH3:34])[CH3:33].C(N(CC)CC)C. Product: [C:32]([C:36]1[CH:37]=[C:38]([S:45]([CH3:47])=[O:46])[C:39]([O:43][CH3:44])=[C:40]([NH:41][C:1]([C:4]2[CH:5]=[CH:6][C:7]([CH3:31])=[C:8]([CH:30]=2)[O:9][C:10]2[CH:15]=[CH:14][N:13]=[C:12]([CH2:16][CH:17]3[CH2:18][CH2:19][N:20]([C:23]([O:25][C:26]([CH3:29])([CH3:27])[CH3:28])=[O:24])[CH2:21][CH2:22]3)[CH:11]=2)=[O:2])[CH:42]=1)([CH3:35])([CH3:33])[CH3:34]. The catalyst class is: 362. (9) Product: [CH3:19][O:20][C:21]1[CH:30]=[C:29]2[C:24]([N:25]=[CH:26][C:27](=[O:35])[N:28]2[CH2:31][CH2:32][CH2:33][NH:1][CH:2]2[CH2:6][N:5]([C:7]3[CH:8]=[CH:9][C:10]4[O:15][CH2:14][C:13](=[O:16])[NH:12][C:11]=4[CH:17]=3)[C:4](=[O:18])[CH2:3]2)=[CH:23][CH:22]=1. Reactant: [NH2:1][CH:2]1[CH2:6][N:5]([C:7]2[CH:8]=[CH:9][C:10]3[O:15][CH2:14][C:13](=[O:16])[NH:12][C:11]=3[CH:17]=2)[C:4](=[O:18])[CH2:3]1.[CH3:19][O:20][C:21]1[CH:30]=[C:29]2[C:24]([N:25]=[CH:26][C:27](=[O:35])[N:28]2[CH2:31][CH2:32][CH:33]=O)=[CH:23][CH:22]=1.S([O-])([O-])(=O)=O.[Na+].[Na+].C(O[BH-](OC(=O)C)OC(=O)C)(=O)C.[Na+].C(=O)([O-])O.[Na+]. The catalyst class is: 204.